This data is from NCI-60 drug combinations with 297,098 pairs across 59 cell lines. The task is: Regression. Given two drug SMILES strings and cell line genomic features, predict the synergy score measuring deviation from expected non-interaction effect. Drug 1: COC1=C(C=C2C(=C1)N=CN=C2NC3=CC(=C(C=C3)F)Cl)OCCCN4CCOCC4. Drug 2: CN(CC1=CN=C2C(=N1)C(=NC(=N2)N)N)C3=CC=C(C=C3)C(=O)NC(CCC(=O)O)C(=O)O. Cell line: SNB-75. Synergy scores: CSS=36.4, Synergy_ZIP=-8.91, Synergy_Bliss=-2.53, Synergy_Loewe=-0.531, Synergy_HSA=-0.0962.